From a dataset of NCI-60 drug combinations with 297,098 pairs across 59 cell lines. Regression. Given two drug SMILES strings and cell line genomic features, predict the synergy score measuring deviation from expected non-interaction effect. (1) Drug 2: CC1CCC2CC(C(=CC=CC=CC(CC(C(=O)C(C(C(=CC(C(=O)CC(OC(=O)C3CCCCN3C(=O)C(=O)C1(O2)O)C(C)CC4CCC(C(C4)OC)OCCO)C)C)O)OC)C)C)C)OC. Synergy scores: CSS=36.1, Synergy_ZIP=-1.23, Synergy_Bliss=-0.890, Synergy_Loewe=2.07, Synergy_HSA=3.10. Cell line: HOP-92. Drug 1: CC1=C2C(C(=O)C3(C(CC4C(C3C(C(C2(C)C)(CC1OC(=O)C(C(C5=CC=CC=C5)NC(=O)OC(C)(C)C)O)O)OC(=O)C6=CC=CC=C6)(CO4)OC(=O)C)OC)C)OC. (2) Drug 1: C1=CC=C(C=C1)NC(=O)CCCCCCC(=O)NO. Drug 2: CCC1(CC2CC(C3=C(CCN(C2)C1)C4=CC=CC=C4N3)(C5=C(C=C6C(=C5)C78CCN9C7C(C=CC9)(C(C(C8N6C)(C(=O)OC)O)OC(=O)C)CC)OC)C(=O)OC)O.OS(=O)(=O)O. Cell line: SK-MEL-5. Synergy scores: CSS=8.42, Synergy_ZIP=-1.28, Synergy_Bliss=0.0752, Synergy_Loewe=1.63, Synergy_HSA=-0.432. (3) Drug 2: C1CC(=O)NC(=O)C1N2C(=O)C3=CC=CC=C3C2=O. Cell line: UACC62. Synergy scores: CSS=10.6, Synergy_ZIP=-2.68, Synergy_Bliss=4.54, Synergy_Loewe=-2.46, Synergy_HSA=4.38. Drug 1: CN1CCC(CC1)COC2=C(C=C3C(=C2)N=CN=C3NC4=C(C=C(C=C4)Br)F)OC. (4) Drug 2: CC12CCC3C(C1CCC2O)C(CC4=C3C=CC(=C4)O)CCCCCCCCCS(=O)CCCC(C(F)(F)F)(F)F. Synergy scores: CSS=51.7, Synergy_ZIP=-0.942, Synergy_Bliss=-2.73, Synergy_Loewe=-7.39, Synergy_HSA=-0.832. Cell line: SR. Drug 1: C1CN1P(=S)(N2CC2)N3CC3.